This data is from Reaction yield outcomes from USPTO patents with 853,638 reactions. The task is: Predict the reaction yield, written as a fraction of the theoretical maximum amount of product (1.0 means a 100% yield; for example, 0.34 means a 34% yield). (1) The reactants are [OH:1][C:2]1[CH:7]=[CH:6][C:5]([CH2:8][C:9]([O:11][CH2:12][CH3:13])=[O:10])=[CH:4][CH:3]=1.[Br:14]Br. The catalyst is C(O)(=O)C. The product is [Br:14][C:7]1[CH:6]=[C:5]([CH2:8][C:9]([O:11][CH2:12][CH3:13])=[O:10])[CH:4]=[CH:3][C:2]=1[OH:1]. The yield is 0.940. (2) The catalyst is CN(C=O)C. The yield is 0.860. The reactants are [NH2:1][CH2:2][C@@:3]1([OH:11])[CH:8]2[CH2:9][CH2:10][N:5]([CH2:6][CH2:7]2)[CH2:4]1.CCN(C(C)C)C(C)C.C([O-])([O-])=O.[Cs+].[Cs+].[O:27]1[C:35]2[C:30](=[N:31][CH:32]=[CH:33][CH:34]=2)[N:29]=[C:28]1[N:36]=[C:37](SC)SC. The product is [O:27]1[C:35]2[C:30](=[N:31][CH:32]=[CH:33][CH:34]=2)[N:29]=[C:28]1[NH:36][C:37]1[O:11][C@:3]2([CH2:2][N:1]=1)[CH:8]1[CH2:7][CH2:6][N:5]([CH2:10][CH2:9]1)[CH2:4]2. (3) The reactants are [Cl:1][C:2]1[CH:3]=[C:4]([OH:9])[CH:5]=[N:6][C:7]=1[Cl:8].[Cl:10][C:11]1[C:12](F)=[CH:13][C:14]([F:24])=[C:15]([CH:23]=1)[C:16]([O:18][C:19]([CH3:22])([CH3:21])[CH3:20])=[O:17].C(=O)([O-])[O-].[K+].[K+]. The catalyst is CN(C)C=O. The product is [Cl:10][C:11]1[C:12]([O:9][C:4]2[CH:5]=[N:6][C:7]([Cl:8])=[C:2]([Cl:1])[CH:3]=2)=[CH:13][C:14]([F:24])=[C:15]([CH:23]=1)[C:16]([O:18][C:19]([CH3:20])([CH3:21])[CH3:22])=[O:17]. The yield is 0.0700. (4) The reactants are C(OC([NH:8][C@H:9]([C:11]([NH:13][CH:14]([CH:19]1[CH2:21][CH2:20]1)[C:15]([O:17][CH3:18])=[O:16])=[O:12])[CH3:10])=O)(C)(C)C.[ClH:22]. The catalyst is O1CCOCC1. The product is [ClH:22].[CH3:18][O:17][C:15](=[O:16])[CH:14]([NH:13][C:11](=[O:12])[C@H:9]([CH3:10])[NH2:8])[CH:19]1[CH2:20][CH2:21]1. The yield is 1.00. (5) The reactants are [NH:1]1[CH2:6][CH2:5][CH:4]([C:7]2[NH:8][C:9]([C:23]3[CH:28]=[CH:27][N:26]=[CH:25][CH:24]=3)=[C:10]([C:12]3[CH:13]=[C:14]4[C:18](=[CH:19][CH:20]=3)[C:17](=[N:21][OH:22])[CH2:16][CH2:15]4)[N:11]=2)[CH2:3][CH2:2]1.[O:29]1[CH:33]=[CH:32][C:31]([CH:34]=O)=[CH:30]1.C([BH3-])#N.C[NH+](C)C.C(O)(=O)C. The catalyst is CO. The product is [O:29]1[CH:33]=[CH:32][C:31]([CH2:34][N:1]2[CH2:2][CH2:3][CH:4]([C:7]3[NH:8][C:9]([C:23]4[CH:28]=[CH:27][N:26]=[CH:25][CH:24]=4)=[C:10]([C:12]4[CH:13]=[C:14]5[C:18](=[CH:19][CH:20]=4)[C:17](=[N:21][OH:22])[CH2:16][CH2:15]5)[N:11]=3)[CH2:5][CH2:6]2)=[CH:30]1. The yield is 0.620. (6) The yield is 0.680. The reactants are [BH4-].[Li+].O1CCCC1.[Cl:8][C:9]1[CH:17]=[C:16]2[C:12]([C@@:13]3([C@@H:22]([C:23]4[CH:28]=[C:27]([C:29](OC)=[O:30])[CH:26]=[C:25]([Cl:33])[CH:24]=4)[C@H:21]([C:34]([NH:36][C@@H:37]4[CH2:42][CH2:41][C@@H:40]([CH2:43][OH:44])[O:39][CH2:38]4)=[O:35])[NH:20][C:19]43[CH2:49][CH2:48][C:47]([CH3:51])([CH3:50])[CH2:46][CH2:45]4)[C:14](=[O:18])[NH:15]2)=[CH:11][CH:10]=1. The product is [Cl:8][C:9]1[CH:17]=[C:16]2[C:12]([C@@:13]3([C@@H:22]([C:23]4[CH:28]=[C:27]([CH2:29][OH:30])[CH:26]=[C:25]([Cl:33])[CH:24]=4)[C@H:21]([C:34]([NH:36][C@@H:37]4[CH2:42][CH2:41][C@@H:40]([CH2:43][OH:44])[O:39][CH2:38]4)=[O:35])[NH:20][C:19]43[CH2:49][CH2:48][C:47]([CH3:51])([CH3:50])[CH2:46][CH2:45]4)[C:14](=[O:18])[NH:15]2)=[CH:11][CH:10]=1. The catalyst is O. (7) The reactants are [CH3:1][C:2](C)([O-:4])[CH3:3].[K+].C([Li])[CH2:8][CH2:9][CH3:10].[CH:12](Br)([CH3:14])[CH3:13].[CH3:16]CCCCCC. No catalyst specified. The product is [CH2:16]([C:1]1[CH:14]=[CH:12][CH:13]=[CH:3][C:2]=1[OH:4])[CH:9]([CH3:8])[CH3:10]. The yield is 0.510. (8) The yield is 0.640. The catalyst is N1C=CC=CC=1. The reactants are [C:1]([O:5][C:6]([N:8]1[CH2:13][CH2:12][C:11](O)([C:14]2[CH:15]=[CH:16][CH:17]=[C:18]3[C:22]=2[NH:21][CH:20]=[CH:19]3)[CH2:10][CH2:9]1)=[O:7])([CH3:4])([CH3:3])[CH3:2].P(Cl)(Cl)(Cl)=O. The product is [C:1]([O:5][C:6]([N:8]1[CH2:9][CH:10]=[C:11]([C:14]2[CH:15]=[CH:16][CH:17]=[C:18]3[C:22]=2[NH:21][CH:20]=[CH:19]3)[CH2:12][CH2:13]1)=[O:7])([CH3:4])([CH3:2])[CH3:3].